From a dataset of Reaction yield outcomes from USPTO patents with 853,638 reactions. Predict the reaction yield, written as a fraction of the theoretical maximum amount of product (1.0 means a 100% yield; for example, 0.34 means a 34% yield). The reactants are [F:1][C:2]1[CH:3]=[C:4]([CH:9]=[CH:10][CH:11]=1)[C:5](=[S:8])[NH:6][NH2:7].[CH3:12][CH:13]([C:24](=O)[C:25]1[CH:30]=[CH:29][CH:28]=[CH:27][CH:26]=1)[CH2:14][CH2:15][NH:16][C:17](=[O:23])[O:18][C:19]([CH3:22])([CH3:21])[CH3:20]. The catalyst is C(O)C.C(Cl)Cl.C(O)(=O)C. The product is [F:1][C:2]1[CH:3]=[C:4]([C:5]2[S:8][C:24]([CH:13]([CH3:12])[CH2:14][CH2:15][NH:16][C:17](=[O:23])[O:18][C:19]([CH3:21])([CH3:20])[CH3:22])([C:25]3[CH:30]=[CH:29][CH:28]=[CH:27][CH:26]=3)[NH:7][N:6]=2)[CH:9]=[CH:10][CH:11]=1. The yield is 0.480.